This data is from Forward reaction prediction with 1.9M reactions from USPTO patents (1976-2016). The task is: Predict the product of the given reaction. Given the reactants Br[C:2]1[CH:3]=[C:4]([N:8]2[CH:12]=[CH:11][CH:10]=[CH:9]2)[CH:5]=[CH:6][CH:7]=1.B1(B2OC(C)(C)C(C)(C)O2)OC(C)(C)C(C)(C)O1.C([O-])(=O)C.[K+].[ClH:36].[N:37]12[CH2:44][CH2:43][CH:40]([CH2:41][CH2:42]1)[C@@H:39]([NH:45][C:46]([C:48]1[S:49][C:50]3[C:56](Br)=[CH:55][CH:54]=[CH:53][C:51]=3[CH:52]=1)=[O:47])[CH2:38]2.C(=O)([O-])[O-].[Na+].[Na+], predict the reaction product. The product is: [ClH:36].[N:37]12[CH2:42][CH2:41][CH:40]([CH2:43][CH2:44]1)[C@@H:39]([NH:45][C:46]([C:48]1[S:49][C:50]3[C:56]([C:2]4[CH:7]=[CH:6][CH:5]=[C:4]([N:8]5[CH:12]=[CH:11][CH:10]=[CH:9]5)[CH:3]=4)=[CH:55][CH:54]=[CH:53][C:51]=3[CH:52]=1)=[O:47])[CH2:38]2.